Dataset: Catalyst prediction with 721,799 reactions and 888 catalyst types from USPTO. Task: Predict which catalyst facilitates the given reaction. (1) Reactant: [Cl:1][C:2]1[C:9]([NH:10][C:11]2[N:15]([CH3:16])[C:14]3[CH:17]=[C:18]([N:22]4[CH2:27][CH2:26][CH:25]([C:28]([F:31])([F:30])[F:29])[CH2:24][CH2:23]4)[C:19]([Cl:21])=[CH:20][C:13]=3[N:12]=2)=[CH:8][C:5]([C:6]#[N:7])=[C:4]([F:32])[CH:3]=1. Product: [Cl:1][C:2]1[C:9]([NH:10][C:11]2[N:15]([CH3:16])[C:14]3[CH:17]=[C:18]([N:22]4[CH2:27][CH2:26][CH:25]([C:28]([F:29])([F:31])[F:30])[CH2:24][CH2:23]4)[C:19]([Cl:21])=[CH:20][C:13]=3[N:12]=2)=[CH:8][C:5]([CH2:6][NH2:7])=[C:4]([F:32])[CH:3]=1. The catalyst class is: 814. (2) Reactant: [Cl:1][C:2]1[CH:3]=[C:4]([C:15]2[CH:20]=[C:19]([Cl:21])[CH:18]=[CH:17][C:16]=2[O:22]C)[CH:5]=[CH:6][C:7]=1[C:8]([N:10]1[CH2:14][CH2:13][CH2:12][CH2:11]1)=[O:9].B(Br)(Br)Br. Product: [Cl:1][C:2]1[CH:3]=[C:4]([C:15]2[CH:20]=[C:19]([Cl:21])[CH:18]=[CH:17][C:16]=2[OH:22])[CH:5]=[CH:6][C:7]=1[C:8]([N:10]1[CH2:11][CH2:12][CH2:13][CH2:14]1)=[O:9]. The catalyst class is: 2. (3) Reactant: [Cl:1][C:2]1[C:7]([C:8]([O:10]C)=[O:9])=[C:6]([CH3:12])[C:5]([F:13])=[CH:4][CH:3]=1.[OH-].[Na+].Cl. Product: [Cl:1][C:2]1[C:7]([C:8]([OH:10])=[O:9])=[C:6]([CH3:12])[C:5]([F:13])=[CH:4][CH:3]=1. The catalyst class is: 38.